From a dataset of Catalyst prediction with 721,799 reactions and 888 catalyst types from USPTO. Predict which catalyst facilitates the given reaction. (1) Reactant: [C:1]1([CH:7]([O:11][C:12]2[CH:17]=[CH:16][C:15]([O:18][C:19]3[CH:24]=[CH:23][CH:22]=[C:21]([C:25]([F:28])([F:27])[F:26])[CH:20]=3)=[CH:14][CH:13]=2)[CH2:8][CH2:9]Cl)[CH:6]=[CH:5][CH:4]=[CH:3][CH:2]=1.Cl.[CH2:30]([O:32][C:33](=[O:37])[CH2:34][NH:35][CH3:36])[CH3:31].C(N(C(C)C)CC)(C)C.CN1CCCC1=O. Product: [CH2:30]([O:32][C:33](=[O:37])[CH2:34][N:35]([CH3:36])[CH2:9][CH2:8][CH:7]([C:1]1[CH:6]=[CH:5][CH:4]=[CH:3][CH:2]=1)[O:11][C:12]1[CH:17]=[CH:16][C:15]([O:18][C:19]2[CH:24]=[CH:23][CH:22]=[C:21]([C:25]([F:28])([F:27])[F:26])[CH:20]=2)=[CH:14][CH:13]=1)[CH3:31]. The catalyst class is: 6. (2) Reactant: [NH:1]1[CH2:5][CH2:4][C@@H:3]([NH:6][C:7](=[O:13])[O:8][C:9]([CH3:12])([CH3:11])[CH3:10])[CH2:2]1.CCN(CC)CC.[C:21](Cl)(=[O:23])[CH3:22]. Product: [C:21]([N:1]1[CH2:5][CH2:4][C@@H:3]([NH:6][C:7](=[O:13])[O:8][C:9]([CH3:10])([CH3:12])[CH3:11])[CH2:2]1)(=[O:23])[CH3:22]. The catalyst class is: 2. (3) Reactant: [OH:1][C:2]1[C:3]([O:14][CH3:15])=[CH:4][C:5]([N+:11]([O-:13])=[O:12])=[C:6]([CH:10]=1)[C:7]([OH:9])=[O:8].[CH3:16]O. Product: [OH:1][C:2]1[C:3]([O:14][CH3:15])=[CH:4][C:5]([N+:11]([O-:13])=[O:12])=[C:6]([CH:10]=1)[C:7]([O:9][CH3:16])=[O:8]. The catalyst class is: 65. (4) Reactant: [Br:1][C:2]1[CH:7]=[C:6]([F:8])[C:5]([F:9])=[CH:4][C:3]=1[SH:10].C(=O)([O-])[O-].[K+].[K+].Br[CH2:18][C:19](=[O:21])[CH3:20]. Product: [Br:1][C:2]1[CH:7]=[C:6]([F:8])[C:5]([F:9])=[CH:4][C:3]=1[S:10][CH2:18][C:19]([CH3:20])=[O:21]. The catalyst class is: 3. (5) Reactant: [NH2:1][C:2]1[C:7]([C:8]#[N:9])=[C:6]([O:10][CH2:11][CH3:12])[N:5]=[C:4]([C:13]([NH:15][CH2:16][CH:17]2[CH2:22][CH2:21][N:20](C(OC(C)(C)C)=O)[CH2:19][CH2:18]2)=[O:14])[CH:3]=1.[ClH:30]. Product: [ClH:30].[ClH:30].[NH2:1][C:2]1[C:7]([C:8]#[N:9])=[C:6]([O:10][CH2:11][CH3:12])[N:5]=[C:4]([C:13]([NH:15][CH2:16][CH:17]2[CH2:22][CH2:21][NH:20][CH2:19][CH2:18]2)=[O:14])[CH:3]=1. The catalyst class is: 98. (6) Reactant: [O:1]=[C:2]1[N:6]([CH2:7][C:8]([O:10][C:11]([CH3:14])([CH3:13])[CH3:12])=[O:9])[C:5]2[CH:15]=[CH:16][CH:17]=[CH:18][C:4]=2[NH:3]1.C[Si]([N-][Si](C)(C)C)(C)C.[Na+].Cl[C:30]1[N:35]=[C:34]([O:36][CH3:37])[CH:33]=[CH:32][N:31]=1. The catalyst class is: 1. Product: [CH3:37][O:36][C:34]1[CH:33]=[CH:32][N:31]=[C:30]([N:3]2[C:4]3[CH:18]=[CH:17][CH:16]=[CH:15][C:5]=3[N:6]([CH2:7][C:8]([O:10][C:11]([CH3:14])([CH3:13])[CH3:12])=[O:9])[C:2]2=[O:1])[N:35]=1.